This data is from Forward reaction prediction with 1.9M reactions from USPTO patents (1976-2016). The task is: Predict the product of the given reaction. (1) Given the reactants [Cl:1][C:2]1[N:11]=[C:10]([N:12]2[CH2:17][CH2:16][CH2:15][C@@H:14]([NH2:18])[CH2:13]2)[C:9]2[CH2:8][CH2:7][CH2:6][CH2:5][C:4]=2[N:3]=1.C(N(C(C)C)CC)(C)C.[C:28](O[C:28]([O:30][C:31]([CH3:34])([CH3:33])[CH3:32])=[O:29])([O:30][C:31]([CH3:34])([CH3:33])[CH3:32])=[O:29], predict the reaction product. The product is: [Cl:1][C:2]1[N:11]=[C:10]([N:12]2[CH2:17][CH2:16][CH2:15][C@@H:14]([NH:18][C:28](=[O:29])[O:30][C:31]([CH3:34])([CH3:33])[CH3:32])[CH2:13]2)[C:9]2[CH2:8][CH2:7][CH2:6][CH2:5][C:4]=2[N:3]=1. (2) Given the reactants [Br:1][C:2]1[S:3][CH:4]=[C:5]([Br:9])[C:6]=1[CH2:7]Br.[C-:10]#[N:11].[K+], predict the reaction product. The product is: [Br:1][C:2]1[S:3][CH:4]=[C:5]([Br:9])[C:6]=1[CH2:7][C:10]#[N:11]. (3) Given the reactants [CH3:1][O:2][C:3]1[CH:8]=[CH:7][C:6]([C:9]2[C:14]([C:15]3[CH:20]=[CH:19][C:18]([O:21][CH3:22])=[CH:17][CH:16]=3)=[N:13][NH:12][C:11](=[O:23])[N:10]=2)=[CH:5][CH:4]=1.C(=O)([O-])[O-].[K+].[K+].I[CH2:31][CH2:32][CH2:33][CH2:34][CH3:35].CN(C=O)C, predict the reaction product. The product is: [CH2:31]([N:12]1[C:11](=[O:23])[N:10]=[C:9]([C:6]2[CH:7]=[CH:8][C:3]([O:2][CH3:1])=[CH:4][CH:5]=2)[C:14]([C:15]2[CH:20]=[CH:19][C:18]([O:21][CH3:22])=[CH:17][CH:16]=2)=[N:13]1)[CH2:32][CH2:33][CH2:34][CH3:35]. (4) Given the reactants [C:1]1([PH:7][C:8]2[CH:13]=[CH:12][CH:11]=[CH:10][CH:9]=2)[CH:6]=[CH:5][CH:4]=[CH:3][CH:2]=1.C([Li])CCC.Cl.Cl[CH2:21][N:22]1[CH:26]=[CH:25][CH:24]=[N:23]1, predict the reaction product. The product is: [C:8]1([P:7]([CH2:21][N:22]2[CH:26]=[CH:25][CH:24]=[N:23]2)[C:1]2[CH:2]=[CH:3][CH:4]=[CH:5][CH:6]=2)[CH:9]=[CH:10][CH:11]=[CH:12][CH:13]=1. (5) The product is: [C:3]([C:12]1[CH:13]=[N:14][CH:15]=[C:16]([CH:24]=1)[C:17]([O:19][C:20]([CH3:23])([CH3:22])[CH3:21])=[O:18])#[N:4]. Given the reactants BrC1[CH:3]=[N:4]C=C(C=1)C(O)=O.Br[C:12]1[CH:13]=[N:14][CH:15]=[C:16]([CH:24]=1)[C:17]([O:19][C:20]([CH3:23])([CH3:22])[CH3:21])=[O:18].CC(C)C(N)=O, predict the reaction product. (6) Given the reactants Cl.[CH3:2][N:3]1[CH2:8][CH2:7][CH2:6][C:5]2([CH2:13][CH2:12][CH2:11][NH:10][CH2:9]2)[C:4]1=[O:14].C(N(CC)CC)C.[F:22][C:23]([F:35])([F:34])[C:24]1[CH:29]=[CH:28][C:27]([S:30](Cl)(=[O:32])=[O:31])=[CH:26][CH:25]=1, predict the reaction product. The product is: [CH3:2][N:3]1[CH2:8][CH2:7][CH2:6][C:5]2([CH2:13][CH2:12][CH2:11][N:10]([S:30]([C:27]3[CH:26]=[CH:25][C:24]([C:23]([F:22])([F:34])[F:35])=[CH:29][CH:28]=3)(=[O:32])=[O:31])[CH2:9]2)[C:4]1=[O:14].